From a dataset of Reaction yield outcomes from USPTO patents with 853,638 reactions. Predict the reaction yield, written as a fraction of the theoretical maximum amount of product (1.0 means a 100% yield; for example, 0.34 means a 34% yield). The reactants are [F:1][C:2]1[CH:31]=[CH:30][C:5]([CH2:6][N:7]2C[CH2:10][N:9]([C:12]3[CH:16]=[C:15]([C:17]([OH:19])=O)[N:14](CC4C=CC(OC)=CC=4)[N:13]=3)[C:8]2=[O:29])=[CH:4][CH:3]=1.[OH:32][N:33]1[C:37]2[CH:38]=[CH:39][CH:40]=C[C:36]=2[N:35]=N1.F[B-](F)(F)F.[N:47]1(OC(N(C)C)=[N+](C)C)C2C=CC=CC=2N=N1.C(N(CC)C(C)C)(C)C.Cl.CC1ON=C(CN)C=1. No catalyst specified. The product is [F:1][C:2]1[CH:3]=[CH:4][C:5]([CH2:6][N:7]2[C:8](=[O:29])[N:9]([C:12]3[CH:16]=[C:15]([C:17]([NH:35][CH2:36][C:37]4[CH:38]=[C:39]([CH3:40])[O:32][N:33]=4)=[O:19])[NH:14][N:13]=3)[CH:10]=[N:47]2)=[CH:30][CH:31]=1. The yield is 0.810.